Dataset: Forward reaction prediction with 1.9M reactions from USPTO patents (1976-2016). Task: Predict the product of the given reaction. (1) Given the reactants C(N(CC)CC)C.Cl[CH2:9][CH2:10][CH2:11][C:12](Cl)=[O:13].O1CCCC1.[CH2:20]([N:23]1[C:31](=[O:32])[C:30]2[C:25](=[N:26][C:27]([NH:33][C:34]3[CH:39]=[CH:38][C:37]([N:40]4[CH2:45][CH2:44][N:43]([CH3:46])[CH2:42][CH2:41]4)=[CH:36][CH:35]=3)=[N:28][CH:29]=2)[N:24]1[C:47]1[CH:52]=[CH:51][CH:50]=[C:49]([NH2:53])[N:48]=1)[CH:21]=[CH2:22], predict the reaction product. The product is: [CH2:20]([N:23]1[C:31](=[O:32])[C:30]2[C:25](=[N:26][C:27]([NH:33][C:34]3[CH:39]=[CH:38][C:37]([N:40]4[CH2:41][CH2:42][N:43]([CH3:46])[CH2:44][CH2:45]4)=[CH:36][CH:35]=3)=[N:28][CH:29]=2)[N:24]1[C:47]1[CH:52]=[CH:51][CH:50]=[C:49]([N:53]2[CH2:9][CH2:10][CH2:11][C:12]2=[O:13])[N:48]=1)[CH:21]=[CH2:22]. (2) Given the reactants Cl[C:2]1[CH:7]=[CH:6][N:5]=[C:4]2[CH:8]=[C:9]([C:11]3[CH:16]=[CH:15][C:14]([O:17][CH3:18])=[C:13]([O:19][CH3:20])[CH:12]=3)[O:10][C:3]=12.[CH3:21][C:22]1[C:30]([NH2:31])=[CH:29][CH:28]=[C:27]2[C:23]=1[CH:24]=[CH:25][NH:26]2, predict the reaction product. The product is: [CH3:20][O:19][C:13]1[CH:12]=[C:11]([C:9]2[O:10][C:3]3[C:4](=[N:5][CH:6]=[CH:7][C:2]=3[NH:31][C:30]3[C:22]([CH3:21])=[C:23]4[C:27](=[CH:28][CH:29]=3)[NH:26][CH:25]=[CH:24]4)[CH:8]=2)[CH:16]=[CH:15][C:14]=1[O:17][CH3:18]. (3) Given the reactants [CH3:1][C:2]1[C:3](=[O:14])[O:4][CH2:5][C@H:6]([C:8]2[CH:13]=[CH:12][CH:11]=[CH:10][CH:9]=2)[N:7]=1, predict the reaction product. The product is: [CH3:1][C@H:2]1[NH:7][C@@H:6]([C:8]2[CH:13]=[CH:12][CH:11]=[CH:10][CH:9]=2)[CH2:5][O:4][C:3]1=[O:14]. (4) Given the reactants [C:1]([OH:7])([C:3]([F:6])([F:5])[F:4])=[O:2].[F:8][C:9]([F:14])([F:13])[C:10](O)=O.[Cl:15][C:16]1[CH:17]=[CH:18][C:19]([N:50]2[CH:54]=[CH:53][N:52]=[N:51]2)=[C:20]([C:22]2[N:23]=[CH:24][N:25]([C@@H:29]3[C:45]4[CH:46]=[C:41]([CH:42]=[CH:43][N:44]=4)[C:40]4[N:39]([CH3:47])[N:38]=[CH:37][C:36]=4[NH:35][C:34](=[O:48])[C@H:33]([CH3:49])[CH2:32][CH2:31][CH2:30]3)[C:26](=[O:28])C=2)[CH:21]=1.C(O)(C(F)(F)F)=O.[CH3:62][S:63]([CH3:65])=[O:64].C(OO)(C)(C)C, predict the reaction product. The product is: [C:1]([OH:7])([C:3]([F:6])([F:5])[F:4])=[O:2].[CH3:62][S:63]([CH3:65])=[O:64].[Cl:15][C:16]1[CH:17]=[CH:18][C:19]([N:50]2[CH:54]=[CH:53][N:52]=[N:51]2)=[C:20]([C:22]2[N:23]=[CH:24][N:25]([C@@H:29]3[C:45]4[CH:46]=[C:41]([CH:42]=[CH:43][N:44]=4)[C:40]4[N:39]([CH3:47])[N:38]=[CH:37][C:36]=4[NH:35][C:34](=[O:48])[C@H:33]([CH3:49])[CH2:32][CH2:31][CH2:30]3)[C:26](=[O:28])[C:10]=2[C:9]([F:14])([F:13])[F:8])[CH:21]=1. (5) Given the reactants C(OC([N:6]1[C:10]2[S:11][C:12]([C:14]([O:16][C:17]([CH3:20])([CH3:19])[CH3:18])=[O:15])=[CH:13][C:9]=2[C:8]([NH:21][C:22](=[O:30])[C:23]2[CH:28]=[CH:27][CH:26]=[CH:25][C:24]=2[NH2:29])=[N:7]1)=O)C, predict the reaction product. The product is: [C:17]([O:16][C:14]([C:12]1[S:11][C:10]2[NH:6][N:7]=[C:8]([NH:21][C:22](=[O:30])[C:23]3[CH:28]=[CH:27][CH:26]=[CH:25][C:24]=3[NH2:29])[C:9]=2[CH:13]=1)=[O:15])([CH3:20])([CH3:18])[CH3:19]. (6) Given the reactants [S:1]1[C:5]2[CH:6]=[C:7]([C:10]3[C:15]([CH:16]([CH2:21][CH2:22][CH3:23])[C:17]([O:19]C)=[O:18])=[C:14]([CH3:24])[N:13]=[C:12]([C:25]4[CH:30]=[CH:29][CH:28]=[CH:27][CH:26]=4)[N:11]=3)[CH:8]=[CH:9][C:4]=2[N:3]=[CH:2]1.[I-].[Li+], predict the reaction product. The product is: [S:1]1[C:5]2[CH:6]=[C:7]([C:10]3[C:15]([CH:16]([CH2:21][CH2:22][CH3:23])[C:17]([OH:19])=[O:18])=[C:14]([CH3:24])[N:13]=[C:12]([C:25]4[CH:26]=[CH:27][CH:28]=[CH:29][CH:30]=4)[N:11]=3)[CH:8]=[CH:9][C:4]=2[N:3]=[CH:2]1.